Task: Predict the product of the given reaction.. Dataset: Forward reaction prediction with 1.9M reactions from USPTO patents (1976-2016) (1) The product is: [CH3:8][C:6]1([CH3:7])[C:2]([CH3:16])([CH3:1])[O:3][B:4]([C:9]2[CH:10]=[C:11]([N:15]3[CH2:22][CH2:21][O:20][CH2:19][CH2:18]3)[CH:12]=[CH:13][CH:14]=2)[O:5]1. Given the reactants [CH3:1][C:2]1([CH3:16])[C:6]([CH3:8])([CH3:7])[O:5][B:4]([C:9]2[CH:10]=[C:11]([NH2:15])[CH:12]=[CH:13][CH:14]=2)[O:3]1.Br[CH2:18][CH2:19][O:20][CH2:21][CH2:22]Br.CCN(C(C)C)C(C)C, predict the reaction product. (2) Given the reactants [CH:1]([C:5]1[CH:10]=[CH:9][C:8]([N:11]2[C:20](=[O:21])[C:19]3[C:14](=[CH:15][CH:16]=[CH:17][CH:18]=3)[N:13]=[C:12]2[C:22]2[CH:27]=[CH:26][C:25]([N+:28]([O-])=O)=[C:24]([N+:31]([O-])=O)[CH:23]=2)=[CH:7][CH:6]=1)([CH2:3][CH3:4])[CH3:2], predict the reaction product. The product is: [CH:1]([C:5]1[CH:6]=[CH:7][C:8]([N:11]2[C:20](=[O:21])[C:19]3[C:14](=[CH:15][CH:16]=[CH:17][CH:18]=3)[N:13]=[C:12]2[C:22]2[CH:27]=[CH:26][C:25]([NH2:28])=[C:24]([NH2:31])[CH:23]=2)=[CH:9][CH:10]=1)([CH2:3][CH3:4])[CH3:2].